From a dataset of Full USPTO retrosynthesis dataset with 1.9M reactions from patents (1976-2016). Predict the reactants needed to synthesize the given product. (1) Given the product [C:26]([O:1][CH2:2][CH2:3][O:4][C:5]1[CH:10]=[CH:9][C:8]([C:11](=[O:12])[C:13]2[CH:18]=[CH:17][CH:16]=[CH:15][CH:14]=2)=[CH:7][CH:6]=1)(=[O:33])[C:27]1[CH:32]=[CH:31][CH:30]=[CH:29][CH:28]=1, predict the reactants needed to synthesize it. The reactants are: [OH:1][CH2:2][CH2:3][O:4][C:5]1[CH:10]=[CH:9][C:8]([C:11]([C:13]2[CH:18]=[CH:17][CH:16]=[CH:15][CH:14]=2)=[O:12])=[CH:7][CH:6]=1.C(N(CC)CC)C.[C:26](Cl)(=[O:33])[C:27]1[CH:32]=[CH:31][CH:30]=[CH:29][CH:28]=1.CO. (2) Given the product [F:15][C:16]1[CH:23]=[CH:22][C:19]([CH2:20][N:21]2[CH:5]=[N:4][N:3]=[C:2]2[C:6]2[CH:14]=[CH:13][C:9]3[NH:10][CH:11]=[N:12][C:8]=3[CH:7]=2)=[CH:18][CH:17]=1, predict the reactants needed to synthesize it. The reactants are: O1[CH:5]=[N:4][N:3]=[C:2]1[C:6]1[CH:14]=[CH:13][C:9]2[N:10]=[CH:11][NH:12][C:8]=2[CH:7]=1.[F:15][C:16]1[CH:23]=[CH:22][C:19]([CH2:20][NH2:21])=[CH:18][CH:17]=1. (3) Given the product [OH:42][CH2:39][C:40]([N:1]1[CH2:5][CH:4]=[C:3]([C:6]2[N:29]([S:30]([C:33]3[CH:34]=[CH:35][CH:36]=[CH:37][CH:38]=3)(=[O:32])=[O:31])[C:9]3=[N:10][CH:11]=[CH:12][C:13]([C:14]4[CH:15]=[CH:16][C:17]([O:22][CH:23]5[CH2:24][CH2:25][O:26][CH2:27][CH2:28]5)=[C:18]([CH:21]=4)[C:19]#[N:20])=[C:8]3[CH:7]=2)[CH2:2]1)=[O:41], predict the reactants needed to synthesize it. The reactants are: [NH:1]1[CH2:5][CH:4]=[C:3]([C:6]2[N:29]([S:30]([C:33]3[CH:38]=[CH:37][CH:36]=[CH:35][CH:34]=3)(=[O:32])=[O:31])[C:9]3=[N:10][CH:11]=[CH:12][C:13]([C:14]4[CH:15]=[CH:16][C:17]([O:22][CH:23]5[CH2:28][CH2:27][O:26][CH2:25][CH2:24]5)=[C:18]([CH:21]=4)[C:19]#[N:20])=[C:8]3[CH:7]=2)[CH2:2]1.[C:39](O)(=[O:42])[CH2:40][OH:41].CN(C(ON1N=NC2C=CC=NC1=2)=[N+](C)C)C.F[P-](F)(F)(F)(F)F.C(N(CC)C(C)C)(C)C. (4) Given the product [F:27][C:24]1[CH:23]=[CH:22][C:21]([CH2:20][C:19](=[O:28])[CH2:18][NH:17][C:15]([C:13]2[N:14]=[C:3]3[C:2]4([NH:1][C:34](=[O:35])[C:33]([N:32]([CH3:38])[CH3:31])=[O:37])[CH2:10][CH2:9][CH:6]([CH2:7][CH2:8]4)[CH2:5][N:4]3[C:11](=[O:30])[C:12]=2[OH:29])=[O:16])=[CH:26][CH:25]=1, predict the reactants needed to synthesize it. The reactants are: [NH2:1][C:2]12[CH2:10][CH2:9][CH:6]([CH2:7][CH2:8]1)[CH2:5][N:4]1[C:11](=[O:30])[C:12]([OH:29])=[C:13]([C:15]([NH:17][CH2:18][C:19](=[O:28])[CH2:20][C:21]3[CH:26]=[CH:25][C:24]([F:27])=[CH:23][CH:22]=3)=[O:16])[N:14]=[C:3]21.[CH3:31][N:32]([CH3:38])[C:33](=[O:37])[C:34](O)=[O:35].C(N(CC)C(C)C)(C)C.CN(C(ON1N=NC2C=CC=NC1=2)=[N+](C)C)C.F[P-](F)(F)(F)(F)F. (5) Given the product [Cl:14][C:15]1[N:20]=[CH:19][N:18]=[C:17]([N:10]2[C:11]3[C:7](=[CH:6][C:5]([S:2]([CH3:1])(=[O:4])=[O:3])=[CH:13][CH:12]=3)[CH2:8][CH2:9]2)[N:16]=1, predict the reactants needed to synthesize it. The reactants are: [CH3:1][S:2]([C:5]1[CH:6]=[C:7]2[C:11](=[CH:12][CH:13]=1)[NH:10][CH2:9][CH2:8]2)(=[O:4])=[O:3].[Cl:14][C:15]1[N:20]=[C:19](Cl)[N:18]=[CH:17][N:16]=1.C(=O)([O-])[O-].[Cs+].[Cs+].O. (6) The reactants are: [NH2:1][C:2]1[CH:7]=[CH:6][C:5]([CH2:8][C:9]([O:11][CH3:12])=[O:10])=[CH:4][C:3]=1[OH:13].[C:14]1([N:20]=[C:21]=S)[CH:19]=[CH:18][CH:17]=[CH:16][CH:15]=1.C1(N=C=NC2CCCCC2)CCCCC1. Given the product [NH:20]([C:21]1[O:13][C:3]2[CH:4]=[C:5]([CH2:8][C:9]([O:11][CH3:12])=[O:10])[CH:6]=[CH:7][C:2]=2[N:1]=1)[C:14]1[CH:19]=[CH:18][CH:17]=[CH:16][CH:15]=1, predict the reactants needed to synthesize it. (7) Given the product [C:3]([CH:5]([C:19]1[CH:24]=[CH:23][CH:22]=[C:21]([F:25])[CH:20]=1)[CH:6]([C:12]1[CH:17]=[CH:16][C:15]([F:18])=[CH:14][CH:13]=1)[CH2:7][C:8]([OH:10])=[O:9])#[N:4], predict the reactants needed to synthesize it. The reactants are: [OH-].[Na+].[C:3]([CH:5]([C:19]1[CH:24]=[CH:23][CH:22]=[C:21]([F:25])[CH:20]=1)[CH:6]([C:12]1[CH:17]=[CH:16][C:15]([F:18])=[CH:14][CH:13]=1)[CH2:7][C:8]([O:10]C)=[O:9])#[N:4]. (8) Given the product [CH2:1]([NH:3][CH2:4][CH2:5][NH:6][C:7]([C:9]1[C:13]([CH3:14])=[C:12](/[CH:15]=[C:22]2\[C:23](=[O:28])[NH:24][C:25]3[C:21]\2=[CH:20][C:19]([F:18])=[CH:27][CH:26]=3)[NH:11][C:10]=1[CH3:17])=[O:8])[CH3:2], predict the reactants needed to synthesize it. The reactants are: [CH2:1]([NH:3][CH2:4][CH2:5][NH:6][C:7]([C:9]1[C:13]([CH3:14])=[C:12]([CH:15]=O)[NH:11][C:10]=1[CH3:17])=[O:8])[CH3:2].[F:18][C:19]1[CH:20]=[C:21]2[C:25](=[CH:26][CH:27]=1)[NH:24][C:23](=[O:28])[CH2:22]2.N1CCCC1.